Dataset: Full USPTO retrosynthesis dataset with 1.9M reactions from patents (1976-2016). Task: Predict the reactants needed to synthesize the given product. (1) Given the product [CH2:6]([O:5][C:1](=[O:4])[CH2:2][NH:15][C:14]1[CH:16]=[CH:17][CH:18]=[C:12]([S:9]([CH3:8])(=[O:11])=[O:10])[CH:13]=1)[CH3:7], predict the reactants needed to synthesize it. The reactants are: [C:1]([O:5][CH2:6][CH3:7])(=[O:4])[CH:2]=O.[CH3:8][S:9]([C:12]1[CH:13]=[C:14]([CH:16]=[CH:17][CH:18]=1)[NH2:15])(=[O:11])=[O:10].C([BH3-])#N.[Na+].C(OC(C)=O)(C)C. (2) The reactants are: [NH2:1][C:2]1[CH:7]=[CH:6][C:5]([N:8]2[CH:17]=[CH:16][C:15]3[N:14]=[C:13]([C:18]([OH:20])=[O:19])[CH:12]=[CH:11][C:10]=3[C:9]2=[O:21])=[CH:4][CH:3]=1.Cl.Cl[CH2:24][CH2:25][NH:26][CH2:27][CH2:28]Cl.C(=O)([O-])[O-].[K+].[K+]. Given the product [O:21]=[C:9]1[N:8]([C:5]2[CH:6]=[CH:7][C:2]([N:1]3[CH2:28][CH2:27][NH:26][CH2:25][CH2:24]3)=[CH:3][CH:4]=2)[CH:17]=[CH:16][C:15]2[N:14]=[C:13]([C:18]([OH:20])=[O:19])[CH:12]=[CH:11][C:10]1=2, predict the reactants needed to synthesize it. (3) Given the product [C:3]([C:5]1([CH2:18][O:19][S:20]([C:23]2[CH:29]=[CH:28][C:26]([CH3:27])=[CH:25][CH:24]=2)(=[O:22])=[O:21])[CH2:10][CH2:9][N:8]([C:11]([O:13][C:14]([CH3:15])([CH3:16])[CH3:17])=[O:12])[CH2:7][CH2:6]1)#[N:4], predict the reactants needed to synthesize it. The reactants are: [H-].[Na+].[C:3]([C:5]1([CH2:18][OH:19])[CH2:10][CH2:9][N:8]([C:11]([O:13][C:14]([CH3:17])([CH3:16])[CH3:15])=[O:12])[CH2:7][CH2:6]1)#[N:4].[S:20](Cl)([C:23]1[CH:29]=[CH:28][C:26]([CH3:27])=[CH:25][CH:24]=1)(=[O:22])=[O:21]. (4) Given the product [C:16]([C:13]1([NH:12][C:2](=[O:3])[O:4][CH2:5][C:6]2[CH:11]=[CH:10][CH:9]=[CH:8][CH:7]=2)[CH2:15][CH2:14]1)#[N:17], predict the reactants needed to synthesize it. The reactants are: Cl[C:2]([O:4][CH2:5][C:6]1[CH:11]=[CH:10][CH:9]=[CH:8][CH:7]=1)=[O:3].[NH2:12][C:13]1([C:16]#[N:17])[CH2:15][CH2:14]1.C(N(CC)CC)C. (5) The reactants are: Cl[C:2]1[CH:11]=[N:10][C:9]2[C:4](=[C:5]([O:14][CH3:15])[C:6]([O:12][CH3:13])=[CH:7][CH:8]=2)[N:3]=1.[SH:16][CH2:17][CH2:18]O.[NH:20]1[CH2:25][CH2:24][CH:23]([NH:26][C:27](=[O:29])O)[CH2:22][CH2:21]1.[O:30]=[C:31]1[NH:36][C:35]2[CH:37]=[C:38](C(O)=O)[CH:39]=[CH:40][C:34]=2[S:33][CH2:32]1. Given the product [CH3:13][O:12][C:6]1[C:5]([O:14][CH3:15])=[C:4]2[C:9]([N:10]=[CH:11][C:2]([S:16][CH2:17][CH2:18][N:20]3[CH2:21][CH2:22][CH:23]([NH:26][C:27]([C:38]4[CH:39]=[CH:40][C:34]5[S:33][CH2:32][C:31](=[O:30])[NH:36][C:35]=5[CH:37]=4)=[O:29])[CH2:24][CH2:25]3)=[N:3]2)=[CH:8][CH:7]=1, predict the reactants needed to synthesize it. (6) Given the product [Cl:5][C:6]1[N:11]=[C:10]([O:4][CH2:1][C:2]#[CH:3])[C:9]([C:13]([F:16])([F:15])[F:14])=[CH:8][N:7]=1, predict the reactants needed to synthesize it. The reactants are: [CH2:1]([OH:4])[C:2]#[CH:3].[Cl:5][C:6]1[N:11]=[C:10](Cl)[C:9]([C:13]([F:16])([F:15])[F:14])=[CH:8][N:7]=1.FC(F)(F)C(O)=O. (7) Given the product [CH3:1][O:2][C:3](=[O:15])[C:4]1[CH:12]=[CH:11][C:7]([C:8]([NH:24][CH3:23])=[O:10])=[C:6]([O:13][CH3:14])[C:5]=1[CH2:41][CH2:42][N:43]1[CH2:44][CH2:45][CH:46]([O:49][C:50](=[O:64])[NH:51][C:52]2[CH:57]=[CH:56][CH:55]=[CH:54][C:53]=2[C:58]2[CH:63]=[CH:62][CH:61]=[CH:60][CH:59]=2)[CH2:47][CH2:48]1, predict the reactants needed to synthesize it. The reactants are: [CH3:1][O:2][C:3](=[O:15])[C:4]1[CH:12]=[CH:11][C:7]([C:8]([OH:10])=O)=[C:6]([O:13][CH3:14])[CH:5]=1.C(Cl)CCl.C1C=[N:24][C:23]2N(O)N=NC=2C=1.CCN(C(C)C)C(C)C.CN[CH2:41][CH2:42][N:43]1[CH2:48][CH2:47][CH:46]([O:49][C:50](=[O:64])[NH:51][C:52]2[CH:57]=[CH:56][CH:55]=[CH:54][C:53]=2[C:58]2[CH:63]=[CH:62][CH:61]=[CH:60][CH:59]=2)[CH2:45][CH2:44]1. (8) Given the product [OH:26][CH2:27][CH2:28][N:29]([CH2:40][CH2:41][OH:42])[S:30]([C:33]1[S:34][C:35]([Cl:39])=[C:36]([NH:38][C:12]([C:11]2[CH:10]=[N:9][N:8]3[C:3]([CH:2]([F:25])[F:1])=[CH:4][C:5]([C:15]4[CH:20]=[CH:19][C:18]([C:21]([F:22])([F:24])[F:23])=[CH:17][CH:16]=4)=[N:6][C:7]=23)=[O:14])[CH:37]=1)(=[O:31])=[O:32], predict the reactants needed to synthesize it. The reactants are: [F:1][CH:2]([F:25])[C:3]1[N:8]2[N:9]=[CH:10][C:11]([C:12]([OH:14])=O)=[C:7]2[N:6]=[C:5]([C:15]2[CH:20]=[CH:19][C:18]([C:21]([F:24])([F:23])[F:22])=[CH:17][CH:16]=2)[CH:4]=1.[OH:26][CH2:27][CH2:28][N:29]([CH2:40][CH2:41][OH:42])[S:30]([C:33]1[S:34][C:35]([Cl:39])=[C:36]([NH2:38])[CH:37]=1)(=[O:32])=[O:31]. (9) Given the product [CH:1]([C:4]1[CH:5]=[C:6]([C@@H:10]([NH:12][C:13]([C:15]2[CH:40]=[CH:39][C:18]3[N:19]([CH2:22][C:23]4[CH:28]=[CH:27][C:26]([C:29]5[C:30]([C:35]([OH:37])=[O:36])=[N:31][CH:32]=[CH:33][CH:34]=5)=[CH:25][CH:24]=4)[CH:20]=[N:21][C:17]=3[CH:16]=2)=[O:14])[CH3:11])[CH:7]=[CH:8][CH:9]=1)([CH3:2])[CH3:3], predict the reactants needed to synthesize it. The reactants are: [CH:1]([C:4]1[CH:5]=[C:6]([C@@H:10]([NH:12][C:13]([C:15]2[CH:40]=[CH:39][C:18]3[N:19]([CH2:22][C:23]4[CH:28]=[CH:27][C:26]([C:29]5[C:30]([C:35]([O:37]C)=[O:36])=[N:31][CH:32]=[CH:33][CH:34]=5)=[CH:25][CH:24]=4)[CH:20]=[N:21][C:17]=3[CH:16]=2)=[O:14])[CH3:11])[CH:7]=[CH:8][CH:9]=1)([CH3:3])[CH3:2].[Li+].[OH-].